Dataset: Reaction yield outcomes from USPTO patents with 853,638 reactions. Task: Predict the reaction yield, written as a fraction of the theoretical maximum amount of product (1.0 means a 100% yield; for example, 0.34 means a 34% yield). The reactants are [Br:1][C:2]1[N:3]=[C:4]([C:9]#[C:10][Si](C)(C)C)[C:5]([NH2:8])=[N:6][CH:7]=1.[H-].[Na+].[C:17]1([CH3:27])[CH:22]=[CH:21][C:20]([S:23](Cl)(=[O:25])=[O:24])=[CH:19][CH:18]=1. The catalyst is CN(C=O)C. The product is [Br:1][C:2]1[N:3]=[C:4]2[CH:9]=[CH:10][N:8]([S:23]([C:20]3[CH:21]=[CH:22][C:17]([CH3:27])=[CH:18][CH:19]=3)(=[O:25])=[O:24])[C:5]2=[N:6][CH:7]=1. The yield is 0.520.